Predict which catalyst facilitates the given reaction. From a dataset of Catalyst prediction with 721,799 reactions and 888 catalyst types from USPTO. (1) Reactant: [C:1]([C:3]1[CH:20]=[CH:19][C:6]([O:7][CH2:8][CH:9]2[CH2:11][N:10]2[C:12]([O:14][C:15]([CH3:18])([CH3:17])[CH3:16])=[O:13])=[CH:5][CH:4]=1)#[N:2].C([N:28]1[CH2:35][CH:34]2[CH2:36][CH:30]([CH2:31][N:32]([C:37]([N:39]3[CH2:44][CH2:43][CH2:42][CH2:41][CH2:40]3)=[O:38])[CH2:33]2)[CH2:29]1)C1C=CC=CC=1. Product: [C:1]([C:3]1[CH:4]=[CH:5][C:6]([O:7][CH2:8][CH:9]([NH:10][C:12](=[O:13])[O:14][C:15]([CH3:16])([CH3:17])[CH3:18])[CH2:11][N:28]2[CH2:29][CH:30]3[CH2:36][CH:34]([CH2:33][N:32]([C:37]([N:39]4[CH2:40][CH2:41][CH2:42][CH2:43][CH2:44]4)=[O:38])[CH2:31]3)[CH2:35]2)=[CH:19][CH:20]=1)#[N:2]. The catalyst class is: 32. (2) Reactant: [CH2:1]([O:8][C:9]1[CH:10]=[CH:11][C:12]([C@@H:20]([O:23][Si:24]([C:27]([CH3:30])([CH3:29])[CH3:28])([CH3:26])[CH3:25])[CH2:21]Br)=[C:13]2[C:18]=1[NH:17][C:16](=[O:19])[CH:15]=[CH:14]2)[C:2]1[CH:7]=[CH:6][CH:5]=[CH:4][CH:3]=1.[F:31][C:32]([F:48])([C:42]1[CH:47]=[CH:46][CH:45]=[CH:44][CH:43]=1)[CH2:33][O:34][CH2:35][CH2:36][CH2:37][CH2:38][CH2:39][CH2:40][NH2:41].C(=O)(O)[O-].[Na+].[I-].[Na+]. Product: [CH2:1]([O:8][C:9]1[CH:10]=[CH:11][C:12]([C@@H:20]([O:23][Si:24]([C:27]([CH3:30])([CH3:29])[CH3:28])([CH3:26])[CH3:25])[CH2:21][NH:41][CH2:40][CH2:39][CH2:38][CH2:37][CH2:36][CH2:35][O:34][CH2:33][C:32]([F:31])([F:48])[C:42]2[CH:43]=[CH:44][CH:45]=[CH:46][CH:47]=2)=[C:13]2[C:18]=1[NH:17][C:16](=[O:19])[CH:15]=[CH:14]2)[C:2]1[CH:7]=[CH:6][CH:5]=[CH:4][CH:3]=1. The catalyst class is: 58.